Binary Classification. Given a miRNA mature sequence and a target amino acid sequence, predict their likelihood of interaction. From a dataset of Experimentally validated miRNA-target interactions with 360,000+ pairs, plus equal number of negative samples. (1) The miRNA is hsa-miR-500b-3p with sequence GCACCCAGGCAAGGAUUCUG. The protein sequence of the target gene is MACAGLLTVCLLRPPAPQPQPQTPRHPQLAPDPGPAGHTLFQDVFRRADKNDDGKLSFEEFQNYFADGVLSLGELQELFSGIDGHLTDNLETEKLCDYFSEHLGVYRPVLAALESLNRAVLAAMDATKLEYERASKVDQFVTRFLLRETVSQLQALQSSLEGASDTLEAQAHGWRSDAESVEAQSRLCGSRRAGRRALRSVSRSSTWSPGSSDTGRSSEAEMQWRLQVNRLQELIDQLECKVRAVGPGPHKGGPSWYPPEPGPCWRPGPHSVPSQAPRLEPLREEDLAKGPDLHILMAQR.... Result: 1 (interaction). (2) Result: 1 (interaction). The miRNA is hsa-miR-6754-5p with sequence CCAGGGAGGCUGGUUUGGAGGA. The protein sequence of the target gene is MGKKSRAVPGRRPILQLSPPGPRGSTPGRDPEPEPDTEPDSTAAVPSQPAPSAATTTTTAVTAAAASDDSPSEDEQEAVQEVPRVVQNPPKPVMTTRPTAVKATGGLCLLGAYADSDDDDNDVSEKLAQSKETNGNQSTDIDSTLANFLAEIDAITAPQPAAPVGASAPPPTPPRPEPKEAATSTLSSSTSNGTDSTQTSGWQYDTQCSLAGVGIEMGDWQEVWDENTGCYYYWNTQTNEVTWELPQYLATQVQGLQHYQPSSVPGAETSFVVNTDIYSKEKTISVSSSKSGPVIAKREV.... (3) The miRNA is hsa-miR-6731-3p with sequence UCUAUUCCCCACUCUCCCCAG. The protein sequence of the target gene is MEAGEEPLLLAELKPGRPHQFDWKSSCETWSVAFSPDGSWFAWSQGHCIVKLIPWPLEEQFIPKGFEAKSRSSKNETKGRGSPKEKTLDCGQIVWGLAFSPWPSPPSRKLWARHHPQVPDVSCLVLATGLNDGQIKIWEVQTGLLLLNLSGHQDVVRDLSFTPSGSLILVSASRDKTLRIWDLNKHGKQIQVLSGHLQWVYCCSISPDCSMLCSAAGEKSVFLWSMRSYTLIRKLEGHQSSVVSCDFSPDSALLVTASYDTNVIMWDPYTGERLRSLHHTQVDPAMDDSDVHISSLRSVC.... Result: 1 (interaction). (4) The protein sequence of the target gene is MSGKRKRVVLTIKDKLDIIKKLEDGGSSKQLAVIYGIGETTVRDIRKNKEKIITYASSSDSTSLLAKRKSMKPSMYEELDRAMLEWFNQQRAKGNPISGPICAKRAEFFFYALGMDGDFNPSAGWLTRFKQRHSIREINIRNERLNGDETAVEDFCNNFRDFIERENLQPEQIYNADETGLFWKCLPSRISVIKGKCTVPGHKSIEERVTIMCCANATGLHKLKLCVVGKAKKPRSFKSTDTLNLPVSYFSQKGAWMDLSIFRQWFDKIFVPQVREYLRSKGLQEKAVLLLDNSPTHPNE.... The miRNA is hsa-miR-4477a with sequence CUAUUAAGGACAUUUGUGAUUC. Result: 1 (interaction).